This data is from Reaction yield outcomes from USPTO patents with 853,638 reactions. The task is: Predict the reaction yield, written as a fraction of the theoretical maximum amount of product (1.0 means a 100% yield; for example, 0.34 means a 34% yield). No catalyst specified. The yield is 0.957. The product is [OH-:2].[CH2:10]([N+:12]([CH2:8][CH3:9])([CH2:15][CH3:16])[CH2:13][CH3:14])[CH3:11]. The reactants are S(O[CH2:8][CH3:9])(OCC)(=O)=[O:2].[CH2:10]([N:12]([CH2:15][CH3:16])[CH2:13][CH3:14])[CH3:11].C(O)C.[OH-].[Na+].